From a dataset of Catalyst prediction with 721,799 reactions and 888 catalyst types from USPTO. Predict which catalyst facilitates the given reaction. (1) Reactant: [C:1]1([C:7]2[CH:15]=[C:14]([F:16])[C:10]([C:11](O)=[O:12])=[C:9]([F:17])[CH:8]=2)[CH:6]=[CH:5][CH:4]=[CH:3][CH:2]=1.C(Cl)(C([Cl:22])=O)=O. Product: [C:1]1([C:7]2[CH:15]=[C:14]([F:16])[C:10]([C:11]([Cl:22])=[O:12])=[C:9]([F:17])[CH:8]=2)[CH:6]=[CH:5][CH:4]=[CH:3][CH:2]=1. The catalyst class is: 59. (2) Reactant: [ClH:1].[CH3:2][O:3][C:4]1[CH:5]=[C:6]2[C:11](=[C:12]3[CH2:16][C:15]([CH3:18])([CH3:17])[O:14][C:13]=13)[C:10]([C:19]1[CH:27]=[CH:26][C:22]([C:23]([Cl:25])=[O:24])=[CH:21][CH:20]=1)=[N:9][C:8]([CH3:29])([CH3:28])[CH2:7]2.[NH2:30][C:31]1[CH:36]=[CH:35][N:34]=[CH:33][CH:32]=1.C(N(CC)CC)C.C(=O)([O-])O.[Na+]. Product: [ClH:25].[ClH:1].[N:34]1[CH:35]=[CH:36][C:31]([NH:30][C:23](=[O:24])[C:22]2[CH:21]=[CH:20][C:19]([C:10]3[C:11]4[C:6](=[CH:5][C:4]([O:3][CH3:2])=[C:13]5[O:14][C:15]([CH3:18])([CH3:17])[CH2:16][C:12]5=4)[CH2:7][C:8]([CH3:29])([CH3:28])[N:9]=3)=[CH:27][CH:26]=2)=[CH:32][CH:33]=1. The catalyst class is: 9.